Predict the reaction yield, written as a fraction of the theoretical maximum amount of product (1.0 means a 100% yield; for example, 0.34 means a 34% yield). From a dataset of Reaction yield outcomes from USPTO patents with 853,638 reactions. (1) The reactants are Br[C:2]1[S:3][C:4](Br)=[CH:5][C:6]=1[Br:7].[CH3:9][O:10][C:11]1[CH:16]=[CH:15][C:14](B(O)O)=[CH:13][CH:12]=1.[C:20](=[O:23])([O-])[O-].[Na+].[Na+].C(Cl)(Cl)Cl. The catalyst is C1COCC1.O.C1C=CC([P]([Pd]([P](C2C=CC=CC=2)(C2C=CC=CC=2)C2C=CC=CC=2)([P](C2C=CC=CC=2)(C2C=CC=CC=2)C2C=CC=CC=2)[P](C2C=CC=CC=2)(C2C=CC=CC=2)C2C=CC=CC=2)(C2C=CC=CC=2)C2C=CC=CC=2)=CC=1.CCOC(C)=O. The product is [Br:7][C:6]1[CH:5]=[C:4]([C:14]2[CH:15]=[CH:16][C:11]([O:10][CH3:9])=[CH:12][CH:13]=2)[S:3][C:2]=1[C:11]1[CH:16]=[CH:15][C:14]([O:23][CH3:20])=[CH:13][CH:12]=1. The yield is 0.650. (2) The reactants are [BH4-].[Na+].[O:3]=[C:4]([CH2:16][CH2:17][CH2:18][CH2:19][CH2:20][C:21]([CH3:26])([CH3:25])[C:22]([OH:24])=[O:23])[CH2:5][CH2:6][CH2:7][CH2:8][CH2:9][C:10]([CH3:15])([CH3:14])[C:11]([OH:13])=[O:12].C(OCC)(=O)C.Cl. The catalyst is CO.O. The product is [OH:3][CH:4]([CH2:16][CH2:17][CH2:18][CH2:19][CH2:20][C:21]([CH3:26])([CH3:25])[C:22]([OH:24])=[O:23])[CH2:5][CH2:6][CH2:7][CH2:8][CH2:9][C:10]([CH3:15])([CH3:14])[C:11]([OH:13])=[O:12]. The yield is 0.600.